Dataset: NCI-60 drug combinations with 297,098 pairs across 59 cell lines. Task: Regression. Given two drug SMILES strings and cell line genomic features, predict the synergy score measuring deviation from expected non-interaction effect. (1) Drug 1: C1=CC(=C2C(=C1NCCNCCO)C(=O)C3=C(C=CC(=C3C2=O)O)O)NCCNCCO. Drug 2: CC1OCC2C(O1)C(C(C(O2)OC3C4COC(=O)C4C(C5=CC6=C(C=C35)OCO6)C7=CC(=C(C(=C7)OC)O)OC)O)O. Cell line: HS 578T. Synergy scores: CSS=51.9, Synergy_ZIP=5.43, Synergy_Bliss=5.77, Synergy_Loewe=12.7, Synergy_HSA=13.7. (2) Cell line: HCT-15. Synergy scores: CSS=10.2, Synergy_ZIP=-4.19, Synergy_Bliss=-2.82, Synergy_Loewe=-58.0, Synergy_HSA=-5.07. Drug 2: CC1=C2C(C(=O)C3(C(CC4C(C3C(C(C2(C)C)(CC1OC(=O)C(C(C5=CC=CC=C5)NC(=O)C6=CC=CC=C6)O)O)OC(=O)C7=CC=CC=C7)(CO4)OC(=O)C)O)C)OC(=O)C. Drug 1: C1CCN(CC1)CCOC2=CC=C(C=C2)C(=O)C3=C(SC4=C3C=CC(=C4)O)C5=CC=C(C=C5)O.